From a dataset of Forward reaction prediction with 1.9M reactions from USPTO patents (1976-2016). Predict the product of the given reaction. (1) The product is: [Cl:36][C:35]1[C:30]([CH2:29][N:6]2[C:5]3[CH:7]=[C:8]([O:12][CH2:13][C:14]4[CH:23]=[CH:22][CH:21]=[CH:20][C:15]=4[C:16]([O:18][CH3:19])=[O:17])[CH:9]=[C:10]([CH3:11])[C:4]=3[N:3]=[C:2]2[CH3:1])=[N:31][CH:32]=[C:33]([O:37][CH2:38][CH3:39])[CH:34]=1. Given the reactants [CH3:1][C:2]1[NH:6][C:5]2[CH:7]=[C:8]([O:12][CH2:13][C:14]3[CH:23]=[CH:22][CH:21]=[CH:20][C:15]=3[C:16]([O:18][CH3:19])=[O:17])[CH:9]=[C:10]([CH3:11])[C:4]=2[N:3]=1.CS(O[CH2:29][C:30]1[C:35]([Cl:36])=[CH:34][C:33]([O:37][CH2:38][CH3:39])=[CH:32][N:31]=1)(=O)=O, predict the reaction product. (2) Given the reactants [CH3:1][N:2]([CH2:4][CH:5]1[CH2:7][CH:6]1[C:8]1[CH:9]=[C:10]2[C:14](=[CH:15][CH:16]=1)[NH:13][CH:12]=[C:11]2[CH:17]=O)[CH3:3].P([O-])([O-])(O)=O.[NH4+].[NH4+].[N+:26](CCC)([O-])=O.[OH-].[Na+], predict the reaction product. The product is: [CH3:1][N:2]([CH2:4][CH:5]1[CH2:7][CH:6]1[C:8]1[CH:9]=[C:10]2[C:14](=[CH:15][CH:16]=1)[NH:13][CH:12]=[C:11]2[C:17]#[N:26])[CH3:3]. (3) Given the reactants [C@@H:1]1([N:9]2[CH:16]=[CH:15][C:13](=O)[NH:12][C:10]2=[O:11])[O:8][C@H:5]([CH2:6][OH:7])[C@@H:3]([OH:4])[CH2:2]1.C[N:18](C)C=O, predict the reaction product. The product is: [C@@H:1]1([N:9]2[CH:16]=[CH:15][C:13]([NH2:18])=[N:12][C:10]2=[O:11])[O:8][C@H:5]([CH2:6][OH:7])[C@@H:3]([OH:4])[CH2:2]1. (4) The product is: [NH:22]1[C:23]2[C:19](=[CH:18][C:17]([NH:16][C:14](=[O:15])/[CH:13]=[CH:12]/[C:3]3[CH:4]=[CH:5][C:6]([C:8]([F:11])([F:10])[F:9])=[CH:7][C:2]=3[C:31]3[CH:30]=[N:29][C:28]([O:27][CH3:26])=[CH:33][CH:32]=3)=[CH:25][CH:24]=2)[CH:20]=[CH:21]1. Given the reactants Br[C:2]1[CH:7]=[C:6]([C:8]([F:11])([F:10])[F:9])[CH:5]=[CH:4][C:3]=1/[CH:12]=[CH:13]/[C:14]([NH:16][C:17]1[CH:18]=[C:19]2[C:23](=[CH:24][CH:25]=1)[NH:22][CH:21]=[CH:20]2)=[O:15].[CH3:26][O:27][C:28]1[CH:33]=[CH:32][C:31](B(O)O)=[CH:30][N:29]=1.C1(P(C2C=CC=CC=2)C2C=CC=CC=2)C=CC=CC=1, predict the reaction product.